From a dataset of Human Reference Interactome with 51,813 positive PPI pairs across 8,248 proteins, plus equal number of experimentally-validated negative pairs. Binary Classification. Given two protein amino acid sequences, predict whether they physically interact or not. (1) Protein 1 (ENSG00000160307) has sequence MSELEKAMVALIDVFHQYSGREGDKHKLKKSELKELINNELSHFLEEIKEQEVVDKVMETLDNDGDGECDFQEFMAFVAMVTTACHEFFEHE*MSELEKAMVALIDVFHQYSGREGDKHKLKKSELKELINNELSHFLERWSLPMLPRLVSNFLCSSYPPALASQSAGITGNQRAGGCGQSHGNTGQ*. Protein 2 (ENSG00000172889) has sequence MRGSQEVLLMWLLVLAVGGTEHAYRPGRRVCAVRAHGDPVSESFVQRVYQPFLTTCDGHRACSTYRTIYRTAYRRSPGLAPARPRYACCPGWKRTSGLPGACGAAICQPPCRNGGSCVQPGRCRCPAGWRGDTCQSDVDECSARRGGCPQRCVNTAGSYWCQCWEGHSLSADGTLCVPKGGPPRVAPNPTGVDSAMKEEVQRLQSRVDLLEEKLQLVLAPLHSLASQALEHGLPDPGSLLVHSFQQLGRIDSLSEQISFLEEQLGSCSCKKDS*MRGSQEVLLMWLLVLAVGGTEHAYRP.... Result: 0 (the proteins do not interact). (2) Protein 1 (ENSG00000136305) has sequence MEYLSALNPSDLLRSVSNISSEFGRRVWTSAPPPQRPFRVCDHKRTIRKGLTAATRQELLAKALETLLLNGVLTLVLEEDGTAVDSEDFFQLLEDDTCLMVLQSGQSWSPTRSGVLSYGLGRERPKHSKDIARFTFDVYKQNPRDLFGSLNVKATFYGLYSMSCDFQGLGPKKVLRELLRWTSTLLQGLGHMLLGISSTLRHAVEGAEQWQQKGRLHSY*XVDSEDFFQLLEDDTCLMVLQSGQSWSPTRGAPSLDLHTAARPGPYVAGNFLHPSSCSGGG*. Protein 2 (ENSG00000171421) has sequence MANLFIRKMVNPLLYLSRHTVKPRALSTFLFGSIRGAAPVAVEPGAAVRSLLSPGLLPHLLPALGFKNKTVLKKRCKDCYLVKRRGRWYVYCKTHPRHKQRQM*MANLFIRKMVNPLLYLSRHTVKPRALSTFLFGSIRG. Result: 1 (the proteins interact). (3) Protein 1 (ENSG00000143164) has sequence MSRGGSYPHLLWDVRKRSLGLEDPSRLRSRYLGRREFIQRLKLEATLNVHDGCVNTICWNDTGEYILSGSDDTKLVISNPYSRKVLTTIRSGHRANIFSAKFLPCTNDKQIVSCSGDGVIFYTNVEQDAETNRQCQFTCHYGTTYEIMTVPNDPYTFLSCGEDGTVRWFDTRIKTSCTKEDCKDDILINCRRAATSVAICPPIPYYLAVGCSDSSVRIYDRRMLGTRATGNYAGRGTTGMVARFIPSHLNNKSCRVTSLCYSEDGQEILVSYSSDYIYLFDPKDDTARELKTPSAEERRE.... Protein 2 (ENSG00000140905) has sequence MALRVVRSVRALLCTLRAVPSPAAPCPPRPWQLGVGAVRTLRTGPALLSVRKFTEKHEWVTTENGIGTVGISNFAQEALGDVVYCSLPEVGTKLNKQDEFGALESVKAASELYSPLSGEVTEINEALAENPGLVNKSCYEDGWLIKMTLSNPSELDELMSEEAYEKYIKSIEE*SVRALLCTLRAVPSPAAPCPPRPWQLGVGAVRTLRTGPALLSDEFGALESVKAASELYSPLSGEVTEINEALAENPGLVNKSCYEDGWLIKMTLSNPSELDELMSEEAYEKYIKSIEE*MALRVVR.... Result: 0 (the proteins do not interact). (4) Protein 1 (ENSG00000131503) has sequence XKAGADIELGCSTPLMEASQEGHLELVKYLLASGANVHATTATGDTALTYACENGHTDVADVLLQAGADLDKQEDMKTILEGIDPAKHQEHESEGGRTPLMKAARAGHLCTVQFLISKGANVNRATANNDHTVVSLACAGGHLAVVELLLAHGADPTHRLKDGSTMLIEAAKGGHTNVVSYLLDYPNNVLSVPTTDVSQLPPPSQDQSQEPDRTSQENSPALLGVQKAVSTRVPTGSNSSSQTTECLTPESCSQTTSNVASQSMPPVYPSVDIDAHTESNHDTALTLACAGGHEELVSVL.... Protein 2 (ENSG00000072832) has sequence MADRRRAWNTEDDLPVYLARPGSAAQTPRQKYGGMFAAVEGAYENKTIDFDAYSVGRRGSARTPRSAGRPDAVGLPGPGGSEDTASDVSEPSGSAVSSPGERDERPPTLRIRRPAPRDLPLGRDNGQSDRLLIKGGRIINDDQSLYADVYLEDGLIKQIGENLIVPGGVKTIEANGRMVIPGGIDVNTYLQKPSQGMTAADDFFQGTRAALVGGTTMIIDHVVPEPGSSLLTSFEKWHEAADTKSCCDYSLHVDITSWYDGVREELEVLVQDKGVNSFQVYMAYKDVYQMSDSQLYEAFT.... Result: 0 (the proteins do not interact). (5) Protein 1 (ENSG00000061337) has sequence MGSVSSLISGHSFHSKHCRASQYKLRKSSHLKKLNRYSDGLLRFGFSQDSGHGKSSSKMGKSEDFFYIKVSQKARGSHHPDYTALSSGDLGGQAGVDFDPSTPPKLMPFSNQLEMGSEKGAVRPTAFKPVLPRSGAILHSSPESASHQLHPAPPDKPKEQELKPGLCSGALSDSGRNSMSSLPTHSTSSSYQLDPLVTPVGPTSRFGGSAHNITQGIVLQDSNMMSLKALSFSDGGSKLGHSNKADKGPSCVRSPISTDECSIQELEQKLLEREGALQKLQRSFEEKELASSLAYEERPR.... Protein 2 (ENSG00000121390) has sequence MMLRGNLKQVRIEKNPARLRALESAVGESEPAAAAAMALALAGEPAPPAPAPPEDHPDEEMGFTIDIKSFLKPGEKTYTQRCRLFVGNLPTDITEEDFKRLFERYGEPSEVFINRDRGFGFIRLESRTLAEIAKAELDGTILKSRPLRIRFATHGAALTVKNLSPVVSNELLEQAFSQFGPVEKAVVVVDDRGRATGKGFVEFAAKPPARKALERCGDGAFLLTTTPRPVIVEPMEQFDDEDGLPEKLMQKTQQYHKEREQPPRFAQPGTFEFEYASRWKALDEMEKQQREQVDRNIREA.... Result: 1 (the proteins interact).